From a dataset of Forward reaction prediction with 1.9M reactions from USPTO patents (1976-2016). Predict the product of the given reaction. (1) Given the reactants [F:1][C:2]1[CH:7]=[CH:6][C:5]([C@:8]2([CH2:32][C:33]([OH:36])([CH3:35])[CH3:34])[O:13][C:12](=[O:14])[N:11]([C@H:15]([C:17]3[CH:22]=[CH:21][C:20](B4OC(C)(C)C(C)(C)O4)=[CH:19][CH:18]=3)[CH3:16])[CH2:10][CH2:9]2)=[CH:4][CH:3]=1.Cl[C:38]1[N:43]=[C:42]([C:44]#[N:45])[CH:41]=[N:40][CH:39]=1, predict the reaction product. The product is: [F:1][C:2]1[CH:7]=[CH:6][C:5]([C@:8]2([CH2:32][C:33]([OH:36])([CH3:34])[CH3:35])[O:13][C:12](=[O:14])[N:11]([C@H:15]([C:17]3[CH:18]=[CH:19][C:20]([C:38]4[N:43]=[C:42]([C:44]#[N:45])[CH:41]=[N:40][CH:39]=4)=[CH:21][CH:22]=3)[CH3:16])[CH2:10][CH2:9]2)=[CH:4][CH:3]=1. (2) Given the reactants [CH3:1][S-:2].[Na+].Cl[CH2:5][C:6]1[N:7]([CH2:32][CH2:33][CH3:34])[C:8]([C:11]2[CH:16]=[CH:15][N:14]=[C:13]([NH:17][C:18]3[CH:23]=[CH:22][C:21]([S:24](=[O:31])(=[O:30])[NH:25][CH2:26][CH2:27][O:28][CH3:29])=[CH:20][CH:19]=3)[N:12]=2)=[CH:9][N:10]=1.[CH3:35]O, predict the reaction product. The product is: [CH3:1][S:2][CH2:5][C:6]1[N:7]([CH2:32][CH2:33][CH3:34])[C:8]([C:11]2[CH:16]=[CH:15][N:14]=[C:13]([NH:17][C:18]3[CH:23]=[CH:22][C:21]([S:24](=[O:31])(=[O:30])[NH:25][CH2:26][CH2:27][O:28][CH2:29][CH3:35])=[CH:20][CH:19]=3)[N:12]=2)=[CH:9][N:10]=1.